Regression. Given a peptide amino acid sequence and an MHC pseudo amino acid sequence, predict their binding affinity value. This is MHC class I binding data. From a dataset of Peptide-MHC class I binding affinity with 185,985 pairs from IEDB/IMGT. (1) The peptide sequence is LPPKSSIDAF. The MHC is HLA-B51:01 with pseudo-sequence HLA-B51:01. The binding affinity (normalized) is 0.246. (2) The peptide sequence is CIPSRSKMLK. The MHC is HLA-A11:01 with pseudo-sequence HLA-A11:01. The binding affinity (normalized) is 0.866.